This data is from Catalyst prediction with 721,799 reactions and 888 catalyst types from USPTO. The task is: Predict which catalyst facilitates the given reaction. (1) Reactant: [N:1]1([CH2:6][CH2:7][O:8][C:9]2[CH:10]=[C:11]3[C:16](=[CH:17][CH:18]=2)[CH:15]=[C:14]([C:19]2[C:27]4[C:22](=[CH:23][CH:24]=[C:25]([C:28]#[N:29])[CH:26]=4)[N:21](C4CCCCO4)[N:20]=2)[CH:13]=[CH:12]3)[CH2:5][CH2:4][CH2:3][CH2:2]1. The catalyst class is: 33. Product: [N:1]1([CH2:6][CH2:7][O:8][C:9]2[CH:10]=[C:11]3[C:16](=[CH:17][CH:18]=2)[CH:15]=[C:14]([C:19]2[C:27]4[C:22](=[CH:23][CH:24]=[C:25]([C:28]#[N:29])[CH:26]=4)[NH:21][N:20]=2)[CH:13]=[CH:12]3)[CH2:2][CH2:3][CH2:4][CH2:5]1. (2) Reactant: C([O:3][C:4]([C:6]1[CH:10]=[C:9]([C:11]2[O:12][CH:13]=[CH:14][CH:15]=2)[O:8][N:7]=1)=[O:5])C.CO.[OH-].[Li+]. Product: [O:12]1[CH:13]=[CH:14][CH:15]=[C:11]1[C:9]1[O:8][N:7]=[C:6]([C:4]([OH:5])=[O:3])[CH:10]=1. The catalyst class is: 1. (3) Reactant: [CH3:1][N:2]1[C:10]2[C:5](=[CH:6][C:7]([C:11]#[N:12])=[CH:8][CH:9]=2)[CH:4]=[N:3]1.Cl.[NH2:14][OH:15].C(=O)(O)[O-].[Na+]. Product: [OH:15][N:14]=[C:11]([C:7]1[CH:6]=[C:5]2[C:10](=[CH:9][CH:8]=1)[N:2]([CH3:1])[N:3]=[CH:4]2)[NH2:12]. The catalyst class is: 5. (4) Reactant: [CH2:1]([NH2:13])[CH2:2][CH2:3][CH2:4][CH2:5][CH2:6][CH2:7][CH2:8][CH2:9][CH2:10][CH2:11][CH3:12].CCN(C(C)C)C(C)C.[Cl:23][CH2:24][C:25]1[CH:33]=[CH:32][C:28]([C:29](Cl)=[O:30])=[CH:27][CH:26]=1. Product: [Cl:23][CH2:24][C:25]1[CH:33]=[CH:32][C:28]([C:29]([NH:13][CH2:1][CH2:2][CH2:3][CH2:4][CH2:5][CH2:6][CH2:7][CH2:8][CH2:9][CH2:10][CH2:11][CH3:12])=[O:30])=[CH:27][CH:26]=1. The catalyst class is: 2. (5) Reactant: O.NN.[Cl:4][C:5]1[CH:10]=[CH:9][C:8]([CH:11]([C:27]2[CH:32]=[CH:31][C:30]([C:33]3[CH:34]=[N:35][NH:36][CH:37]=3)=[CH:29][CH:28]=2)[O:12][CH2:13][CH2:14][NH:15]C(=O)C2C(=CC=CC=2)C(O)=O)=[CH:7][CH:6]=1. Product: [Cl:4][C:5]1[CH:10]=[CH:9][C:8]([CH:11]([C:27]2[CH:32]=[CH:31][C:30]([C:33]3[CH:37]=[N:36][NH:35][CH:34]=3)=[CH:29][CH:28]=2)[O:12][CH2:13][CH2:14][NH2:15])=[CH:7][CH:6]=1. The catalyst class is: 5. (6) Reactant: I[C:2]1[C:10]2[C:5](=[N:6][CH:7]=[N:8][C:9]=2[NH2:11])[N:4]([CH:12]([C:14]2[CH:15]=[C:16]3[N:21]([C:22]=2[C:23]2[CH:28]=[CH:27][CH:26]=[CH:25][N:24]=2)[CH:20]=[CH:19][CH:18]=[CH:17]3)[CH3:13])[N:3]=1.[F:29][C:30]1[CH:31]=[C:32](B(O)O)[CH:33]=[C:34]([OH:36])[CH:35]=1.COCCOC.C(=O)([O-])[O-].[Na+].[Na+]. Product: [NH2:11][C:9]1[N:8]=[CH:7][N:6]=[C:5]2[N:4]([CH:12]([C:14]3[CH:15]=[C:16]4[N:21]([C:22]=3[C:23]3[CH:28]=[CH:27][CH:26]=[CH:25][N:24]=3)[CH:20]=[CH:19][CH:18]=[CH:17]4)[CH3:13])[N:3]=[C:2]([C:32]3[CH:33]=[C:34]([OH:36])[CH:35]=[C:30]([F:29])[CH:31]=3)[C:10]=12. The catalyst class is: 461. (7) Reactant: [Cl-].[Ca+2].[Cl-].[BH4-].[Na+].[CH2:6]([O:13][C:14]([NH:16][C@H:17]([C:22](OCC)=[O:23])[C:18]([F:21])([F:20])[F:19])=[O:15])[C:7]1[CH:12]=[CH:11][CH:10]=[CH:9][CH:8]=1. Product: [F:19][C:18]([F:20])([F:21])[CH:17]([NH:16][C:14](=[O:15])[O:13][CH2:6][C:7]1[CH:12]=[CH:11][CH:10]=[CH:9][CH:8]=1)[CH2:22][OH:23]. The catalyst class is: 27.